From a dataset of Full USPTO retrosynthesis dataset with 1.9M reactions from patents (1976-2016). Predict the reactants needed to synthesize the given product. (1) Given the product [CH:1]1([NH:6][C:7]2[N:15]=[CH:14][N:13]=[C:12]3[C:8]=2[N:9]=[CH:10][N:11]3[C@H:16]2[C@H:20]([OH:21])[C@H:19]([OH:22])[C@@H:18]([CH2:23][C:24]#[C:25][C:28]3[CH:29]=[CH:30][CH:31]=[CH:32][C:27]=3[F:26])[O:17]2)[CH2:2][CH2:3][CH2:4][CH2:5]1, predict the reactants needed to synthesize it. The reactants are: [CH:1]1([NH:6][C:7]2[N:15]=[CH:14][N:13]=[C:12]3[C:8]=2[N:9]=[CH:10][N:11]3[C@H:16]2[CH:20]([OH:21])[C@H:19]([OH:22])[C@@H:18]([CH2:23][C:24]#[CH:25])[O:17]2)[CH2:5][CH2:4][CH2:3][CH2:2]1.[F:26][C:27]1[CH:32]=[CH:31][CH:30]=[CH:29][C:28]=1I.CCN(CC)CC. (2) Given the product [ClH:1].[Cl:1][C:2]1[CH:17]=[C:16]([NH:18][C:19]2[C:20]3[N:27]([CH2:28][CH2:29][OH:30])[CH:26]=[CH:25][C:21]=3[N:22]=[CH:23][N:24]=2)[CH:15]=[CH:14][C:3]=1[O:4][C:5]1[CH:6]=[C:7]([CH:11]=[CH:12][CH:13]=1)[C:8]([NH:39][C:33]1([C:31]#[CH:32])[CH2:38][CH2:37][CH2:36][CH2:35][CH2:34]1)=[O:10], predict the reactants needed to synthesize it. The reactants are: [Cl:1][C:2]1[CH:17]=[C:16]([NH:18][C:19]2[C:20]3[N:27]([CH2:28][CH2:29][OH:30])[CH:26]=[CH:25][C:21]=3[N:22]=[CH:23][N:24]=2)[CH:15]=[CH:14][C:3]=1[O:4][C:5]1[CH:6]=[C:7]([CH:11]=[CH:12][CH:13]=1)[C:8]([OH:10])=O.[C:31]([C:33]1([NH2:39])[CH2:38][CH2:37][CH2:36][CH2:35][CH2:34]1)#[CH:32].Cl.C(N=C=NCCCN(C)C)C.O.ON1C2C=CC=CC=2N=N1. (3) Given the product [N:20]1([S:17]([NH:16][C:14](=[O:15])[O:13][CH2:6][C:7]2[CH:8]=[CH:9][CH:10]=[CH:11][CH:12]=2)(=[O:18])=[O:19])[CH2:25][CH2:24][CH2:23]1, predict the reactants needed to synthesize it. The reactants are: N1CCC1.[Cl-].[CH2:6]([O:13][C:14]([NH:16][S:17]([N:20]1[CH:25]=[CH:24][C:23](=[N+](C)C)C=C1)(=[O:19])=[O:18])=[O:15])[C:7]1[CH:12]=[CH:11][CH:10]=[CH:9][CH:8]=1. (4) Given the product [CH3:22][O:23][C:24]([C:26]1(/[CH:32]=[CH:33]/[C:14]2[CH:13]=[C:12]3[C:17]([CH:18]=[CH:19][C:10]([C@H:8]([NH:7][C:6]([O:5][C:1]([CH3:4])([CH3:3])[CH3:2])=[O:21])[CH3:9])=[N:11]3)=[CH:16][CH:15]=2)[CH2:31][CH2:30][CH2:29][CH2:28][O:27]1)=[O:25], predict the reactants needed to synthesize it. The reactants are: [C:1]([O:5][C:6](=[O:21])[NH:7][C@@H:8]([C:10]1[CH:19]=[CH:18][C:17]2[C:12](=[CH:13][C:14](Br)=[CH:15][CH:16]=2)[N:11]=1)[CH3:9])([CH3:4])([CH3:3])[CH3:2].[CH3:22][O:23][C:24]([C:26]1([CH:32]=[CH2:33])[CH2:31][CH2:30][CH2:29][CH2:28][O:27]1)=[O:25].C1(C)C=CC=CC=1P(C1C=CC=CC=1C)C1C=CC=CC=1C.C1(CNCC2CCCCC2)CCCCC1. (5) Given the product [F:12][C:9]1[CH:10]=[C:11]2[C:6](=[CH:7][CH:8]=1)[NH:5][C:4](=[O:13])[C:3]2=[CH:2][NH:32][C:29]1[CH:28]=[C:27]([CH3:26])[NH:31][N:30]=1, predict the reactants needed to synthesize it. The reactants are: O/[CH:2]=[C:3]1\[C:4](=[O:13])[NH:5][C:6]2[C:11]\1=[CH:10][C:9]([F:12])=[CH:8][CH:7]=2.O/C=C1\C(=O)NC2C\1=CC=CC=2.[CH3:26][C:27]1[NH:31][N:30]=[C:29]([NH2:32])[CH:28]=1.NC1C=CNN=1. (6) Given the product [O:9]1[CH2:10][CH2:11][O:12][CH:8]1[C:5]1[CH:4]=[CH:3][C:2]([F:1])=[N:7][CH:6]=1, predict the reactants needed to synthesize it. The reactants are: [F:1][C:2]1[N:7]=[CH:6][C:5]([CH:8]=[O:9])=[CH:4][CH:3]=1.[CH2:10](O)[CH2:11][OH:12].C1COCC1. (7) Given the product [CH2:22]([O:24][C:8]([C:7]1[C:6]([O:18][CH2:15][CH3:25])=[N:5][C:4]([C:11]([F:14])([F:13])[F:12])=[N:3][CH:2]=1)=[O:10])[CH3:23], predict the reactants needed to synthesize it. The reactants are: O[C:2]1[C:7]([C:8]([OH:10])=O)=[CH:6][N:5]=[C:4]([C:11]([F:14])([F:13])[F:12])[N:3]=1.[C:15](=[O:18])([O-])[O-].[K+].[K+].I[CH2:22][CH3:23].[OH2:24].[CH3:25]N(C)C=O. (8) Given the product [CH3:1][NH:2][C:3]([CH:5]1[C:11]2[NH:12][C:13]3[CH:14]=[CH:15][CH:16]=[CH:17][C:18]=3[C:10]=2[CH2:9][CH2:8][N:7]([C:24](=[O:25])[C:23]2[CH:27]=[CH:28][C:20]([F:19])=[CH:21][CH:22]=2)[CH2:6]1)=[O:4], predict the reactants needed to synthesize it. The reactants are: [CH3:1][NH:2][C:3]([CH:5]1[C:11]2[NH:12][C:13]3[CH:14]=[CH:15][CH:16]=[CH:17][C:18]=3[C:10]=2[CH2:9][CH2:8][NH:7][CH2:6]1)=[O:4].[F:19][C:20]1[CH:28]=[CH:27][C:23]([C:24](Cl)=[O:25])=[CH:22][CH:21]=1. (9) Given the product [CH:11]([C:10]1[C:3]2[C:4](=[N:5][CH:6]=[CH:7][C:2]=2[N:49]2[CH2:54][CH2:53][CH:52]([C:55]([O:57][CH2:58][CH3:59])=[O:56])[CH2:51][CH2:50]2)[N:8]([CH3:13])[CH:9]=1)=[O:12], predict the reactants needed to synthesize it. The reactants are: Br[C:2]1[CH:7]=[CH:6][N:5]=[C:4]2[N:8]([CH3:13])[CH:9]=[C:10]([CH:11]=[O:12])[C:3]=12.C1(P(C2CCCCC2)C2C=CC=CC=2C2C(N(C)C)=CC=CC=2)CCCCC1.P([O-])([O-])(O)=O.[K+].[K+].[NH:49]1[CH2:54][CH2:53][CH:52]([C:55]([O:57][CH2:58][CH3:59])=[O:56])[CH2:51][CH2:50]1. (10) Given the product [C:1]([O:5][C:6](=[O:22])[NH:7][C@H:8]([CH2:13][C:14]1[CH:19]=[C:18]([F:20])[CH:17]=[CH:16][C:15]=1[F:21])[C@@H:9]([OH:12])[CH2:10][Cl:11])([CH3:4])([CH3:2])[CH3:3], predict the reactants needed to synthesize it. The reactants are: [C:1]([O:5][C:6](=[O:22])[NH:7][C@H:8]([CH2:13][C:14]1[CH:19]=[C:18]([F:20])[CH:17]=[CH:16][C:15]=1[F:21])[C:9](=[O:12])[CH2:10][Cl:11])([CH3:4])([CH3:3])[CH3:2].C1COCC1.[BH4-].[Na+].